From a dataset of Reaction yield outcomes from USPTO patents with 853,638 reactions. Predict the reaction yield, written as a fraction of the theoretical maximum amount of product (1.0 means a 100% yield; for example, 0.34 means a 34% yield). (1) The reactants are [CH2:1]([OH:13])[CH2:2][CH2:3][CH2:4][CH2:5][CH2:6][CH2:7][CH2:8][CH2:9][CH2:10][CH2:11][CH3:12].C(N(CC)CC)C.[Br:21][CH:22]([CH3:26])[C:23](Br)=[O:24]. The catalyst is C1(C)C=CC=CC=1. The product is [Br:21][CH:22]([CH3:26])[C:23]([O:13][CH2:1][CH2:2][CH2:3][CH2:4][CH2:5][CH2:6][CH2:7][CH2:8][CH2:9][CH2:10][CH2:11][CH3:12])=[O:24]. The yield is 0.940. (2) The reactants are [C:1]([O:5][C:6]([N:8]1[CH2:13][CH2:12][N:11]([C:14]2[C:23]3[C:18](=[CH:19][C:20]([Cl:31])=[C:21]([C:24]4[CH:29]=[CH:28][C:27]([Cl:30])=[CH:26][CH:25]=4)[CH:22]=3)[N:17]=[CH:16][N:15]=2)[CH2:10][C@H:9]1[C:32]([OH:34])=O)=[O:7])([CH3:4])([CH3:3])[CH3:2].CC[N:37](CC)CC.ClC(OCC)=O.[OH-].[NH4+]. The catalyst is C1COCC1. The product is [C:32]([C@@H:9]1[CH2:10][N:11]([C:14]2[C:23]3[C:18](=[CH:19][C:20]([Cl:31])=[C:21]([C:24]4[CH:29]=[CH:28][C:27]([Cl:30])=[CH:26][CH:25]=4)[CH:22]=3)[N:17]=[CH:16][N:15]=2)[CH2:12][CH2:13][N:8]1[C:6]([O:5][C:1]([CH3:4])([CH3:2])[CH3:3])=[O:7])(=[O:34])[NH2:37]. The yield is 0.650. (3) The reactants are [C:1]([C:3]1[CH:8]=[CH:7][C:6]([CH:9]2[CH2:14][CH2:13][N:12]([C:15]([C:17]3[C:18]([CH3:30])=[CH:19][C:20]([CH:26]4[CH2:29][CH2:28][CH2:27]4)=[C:21]([CH:25]=3)[C:22](O)=[O:23])=[O:16])[CH2:11][CH2:10]2)=[CH:5][CH:4]=1)#[N:2].C[CH2:32][N:33]=C=NCCCN(C)C.C1C=CC2N(O)N=NC=2C=1.C(N(C(C)C)CC)(C)C.CN. The catalyst is CN(C=O)C.C(OCC)(=O)C.CO.C(OCC)(=O)C. The product is [C:1]([C:3]1[CH:4]=[CH:5][C:6]([CH:9]2[CH2:10][CH2:11][N:12]([C:15]([C:17]3[C:18]([CH3:30])=[CH:19][C:20]([CH:26]4[CH2:27][CH2:28][CH2:29]4)=[C:21]([CH:25]=3)[C:22]([NH:33][CH3:32])=[O:23])=[O:16])[CH2:13][CH2:14]2)=[CH:7][CH:8]=1)#[N:2]. The yield is 0.550. (4) The reactants are [NH2:1][CH2:2][C@@:3]1([CH2:11][C:12]([O:14]C(C)(C)C)=[O:13])[CH2:9][C@@:8]2([CH3:10])[C@@H:4]1[CH:5]=[CH:6][CH2:7]2. The catalyst is Cl.C(OCC)(=O)C. The product is [NH2:1][CH2:2][C@@:3]1([CH2:11][C:12]([OH:14])=[O:13])[CH2:9][C@@:8]2([CH3:10])[C@H:4]1[CH:5]=[CH:6][CH2:7]2. The yield is 0.470. (5) The reactants are [O-:1][C:2]#[N:3].[K+].[NH2:5][C:6]1[CH:11]=[CH:10][CH:9]=[CH:8][C:7]=1[OH:12]. The catalyst is O.C(O)(=O)C. The product is [OH:12][C:7]1[CH:8]=[CH:9][CH:10]=[CH:11][C:6]=1[NH:5][C:2]([NH2:3])=[O:1]. The yield is 0.479.